This data is from CYP1A2 inhibition data for predicting drug metabolism from PubChem BioAssay. The task is: Regression/Classification. Given a drug SMILES string, predict its absorption, distribution, metabolism, or excretion properties. Task type varies by dataset: regression for continuous measurements (e.g., permeability, clearance, half-life) or binary classification for categorical outcomes (e.g., BBB penetration, CYP inhibition). Dataset: cyp1a2_veith. (1) The drug is Cc1c(Cl)c([N+](=O)[O-])nn1CC(=O)Nc1c(C)n(C)n(-c2ccccc2)c1=O. The result is 0 (non-inhibitor). (2) The drug is COc1cc2ncnc(Nc3cccc(Br)c3)c2cc1OC. The result is 1 (inhibitor). (3) The drug is Cc1ccc(C(=O)Nc2ccccc2-c2ccccc2)cc1S(=O)(=O)Nc1cccc(C)c1C. The result is 1 (inhibitor). (4) The compound is CCCC.CCCCCCCC.CCCCCCCCCCCCCCC/C=C\[C@H](O)[C@@H](NC(=O)CCCCCCCCCCCCC)OC. The result is 0 (non-inhibitor). (5) The drug is COc1cccc(N2C(=O)C(CC(=O)Nc3ccccc3)N(C3CCCCC3)C2=O)c1. The result is 0 (non-inhibitor). (6) The compound is Cc1ccc(C)n1NC(=O)c1ccccc1. The result is 0 (non-inhibitor). (7) The result is 1 (inhibitor). The molecule is CCOC(=O)c1sc(NC(=O)CSc2nc(C)cc(C)n2)c(C#N)c1C.